Dataset: Reaction yield outcomes from USPTO patents with 853,638 reactions. Task: Predict the reaction yield, written as a fraction of the theoretical maximum amount of product (1.0 means a 100% yield; for example, 0.34 means a 34% yield). (1) The reactants are [N+:1]([C:4]1[CH:9]=[CH:8][C:7]([OH:10])=[CH:6][CH:5]=1)([O-:3])=[O:2].[Cl-].[Al+3].[Cl-].[Cl-].[C:15](Cl)(=[O:17])[CH3:16]. The catalyst is ClC(Cl)C. The product is [OH:10][C:7]1[CH:8]=[CH:9][C:4]([N+:1]([O-:3])=[O:2])=[CH:5][C:6]=1[C:15](=[O:17])[CH3:16]. The yield is 0.780. (2) The reactants are O=C1CCC(=O)N1[C:8]1[C:16]2[C:11](=[CH:12][C:13]([C:26]([O-])=[O:27])=[C:14]([O:17][C:18]3[CH:23]=[CH:22][C:21]([F:24])=[CH:20][C:19]=3[F:25])[CH:15]=2)[N:10]([CH2:29][C:30]([F:33])([CH3:32])[CH3:31])[N:9]=1.[NH2:34][C@H:35]1[CH2:40][CH2:39][CH2:38][NH:37][C:36]1=[O:41]. The catalyst is ClCCl.C(OCC)(=O)C. The product is [F:25][C:19]1[CH:20]=[C:21]([F:24])[CH:22]=[CH:23][C:18]=1[O:17][C:14]1[CH:15]=[C:16]2[C:11](=[CH:12][C:13]=1[C:26]([NH:34][C@H:35]1[CH2:40][CH2:39][CH2:38][NH:37][C:36]1=[O:41])=[O:27])[N:10]([CH2:29][C:30]([F:33])([CH3:31])[CH3:32])[N:9]=[CH:8]2. The yield is 0.990. (3) The reactants are C(OC(=O)[NH:7][C:8]1[CH:13]=[CH:12][C:11]([O:14][C:15]2[CH:20]=[CH:19][C:18]([C:21](=[O:30])[NH:22][C:23]3[CH:28]=[CH:27][C:26]([Br:29])=[CH:25][CH:24]=3)=[CH:17][C:16]=2[NH:31][C:32]2[C:33]3[CH:41]=[CH:40][C:39]([CH:42]([CH3:44])[CH3:43])=[N:38][C:34]=3[N:35]=[CH:36][N:37]=2)=[CH:10][CH:9]=1)(C)(C)C.FC(F)(F)C(O)=O. The catalyst is C(Cl)Cl. The product is [NH2:7][C:8]1[CH:13]=[CH:12][C:11]([O:14][C:15]2[CH:20]=[CH:19][C:18]([C:21]([NH:22][C:23]3[CH:28]=[CH:27][C:26]([Br:29])=[CH:25][CH:24]=3)=[O:30])=[CH:17][C:16]=2[NH:31][C:32]2[C:33]3[CH:41]=[CH:40][C:39]([CH:42]([CH3:43])[CH3:44])=[N:38][C:34]=3[N:35]=[CH:36][N:37]=2)=[CH:10][CH:9]=1. The yield is 0.750. (4) The reactants are [CH2:1]([O:3][C:4]([C:6]1[C:11](=[O:12])[NH:10][C:9]2[N:13]([CH:17]([CH3:19])[CH3:18])[N:14]=[C:15]([CH3:16])[C:8]=2[C:7]=1O)=[O:5])[CH3:2].O=P(Cl)(Cl)[Cl:23]. The catalyst is CC#N. The product is [CH2:1]([O:3][C:4]([C:6]1[C:11](=[O:12])[NH:10][C:9]2[N:13]([CH:17]([CH3:19])[CH3:18])[N:14]=[C:15]([CH3:16])[C:8]=2[C:7]=1[Cl:23])=[O:5])[CH3:2]. The yield is 0.300. (5) The reactants are [H][H].C([O:10][C:11]1[CH:24]=[C:23]([O:25]CC2C=CC=CC=2)[C:22]([C:33]([N:35]2[CH2:43][C:42]3[C:37](=[CH:38][CH:39]=[C:40]([OH:44])[CH:41]=3)[CH2:36]2)=[O:34])=[CH:21][C:12]=1[C:13]([N:15]([CH2:17][CH2:18][CH2:19][CH3:20])[CH3:16])=[O:14])C1C=CC=CC=1. The catalyst is [Pd].C1COCC1. The product is [CH2:17]([N:15]([CH3:16])[C:13](=[O:14])[C:12]1[CH:21]=[C:22]([C:33]([N:35]2[CH2:43][C:42]3[C:37](=[CH:38][CH:39]=[C:40]([OH:44])[CH:41]=3)[CH2:36]2)=[O:34])[C:23]([OH:25])=[CH:24][C:11]=1[OH:10])[CH2:18][CH2:19][CH3:20]. The yield is 0.551. (6) The reactants are Cl.Cl.[F:3][C:4]1[CH:5]=[CH:6][C:7]2[N:11]=[C:10]([C@@H:12]([NH2:14])[CH3:13])[N:9]([C:15]3[CH:20]=[CH:19][CH:18]=[CH:17][CH:16]=3)[C:8]=2[CH:21]=1.Cl[C:23]1[C:24](=[O:31])[N:25]([CH3:30])[N:26]=[CH:27][C:28]=1[Cl:29].C(N(C(C)C)CC)(C)C. The catalyst is C(O)(C)C.CCOC(C)=O. The product is [Cl:29][C:28]1[CH:27]=[N:26][N:25]([CH3:30])[C:24](=[O:31])[C:23]=1[NH:14][C@H:12]([C:10]1[N:9]([C:15]2[CH:16]=[CH:17][CH:18]=[CH:19][CH:20]=2)[C:8]2[CH:21]=[C:4]([F:3])[CH:5]=[CH:6][C:7]=2[N:11]=1)[CH3:13]. The yield is 0.0640. (7) The reactants are [F:1][C:2]1[CH:7]=[CH:6][C:5]([CH2:8][C:9]([N:11]2[C@H:15]([CH:16]([CH3:18])[CH3:17])[CH2:14][O:13][C:12]2=[O:19])=[O:10])=[CH:4][CH:3]=1.[CH3:20][Si]([N-][Si](C)(C)C)(C)C.[Na+].CI.CC(O)=O. The catalyst is C1COCC1.CCOCC. The product is [F:1][C:2]1[CH:7]=[CH:6][C:5]([C@@H:8]([CH3:20])[C:9]([N:11]2[C@H:15]([CH:16]([CH3:17])[CH3:18])[CH2:14][O:13][C:12]2=[O:19])=[O:10])=[CH:4][CH:3]=1. The yield is 0.580. (8) The reactants are [H-].[Na+].[Cl:3][C:4]1[C:12]2[NH:11][C:10]3[CH2:13][CH2:14][N:15]([C:18]([O:20][C:21]([CH3:24])([CH3:23])[CH3:22])=[O:19])[CH2:16][CH2:17][C:9]=3[C:8]=2[C:7]([Cl:25])=[CH:6][CH:5]=1.Br[CH2:27][C:28]([O:30][CH2:31][CH3:32])=[O:29]. The catalyst is CN(C=O)C. The product is [Cl:3][C:4]1[C:12]2[N:11]([CH2:27][C:28]([O:30][CH2:31][CH3:32])=[O:29])[C:10]3[CH2:13][CH2:14][N:15]([C:18]([O:20][C:21]([CH3:22])([CH3:24])[CH3:23])=[O:19])[CH2:16][CH2:17][C:9]=3[C:8]=2[C:7]([Cl:25])=[CH:6][CH:5]=1. The yield is 0.960. (9) The reactants are Cl[C:2]1[N:7]=[C:6]([N:8]2[CH2:13][CH2:12][O:11][CH2:10][CH2:9]2)[N:5]=[C:4]([N:14]2[CH2:19][CH2:18][O:17][CH2:16][CH2:15]2)[N:3]=1.CC1(C)C(C)(C)OB([C:28]2[CH:34]=[CH:33][C:31]([NH2:32])=[CH:30][CH:29]=2)O1.C(=O)([O-])[O-].[Na+].[Na+]. The catalyst is COCCOC.C(OCC)(=O)C.[Pd].C1(P(C2C=CC=CC=2)C2C=CC=CC=2)C=CC=CC=1.C1(P(C2C=CC=CC=2)C2C=CC=CC=2)C=CC=CC=1.C1(P(C2C=CC=CC=2)C2C=CC=CC=2)C=CC=CC=1.C1(P(C2C=CC=CC=2)C2C=CC=CC=2)C=CC=CC=1. The product is [O:17]1[CH2:18][CH2:19][N:14]([C:4]2[N:5]=[C:6]([N:8]3[CH2:13][CH2:12][O:11][CH2:10][CH2:9]3)[N:7]=[C:2]([C:28]3[CH:34]=[CH:33][C:31]([NH2:32])=[CH:30][CH:29]=3)[N:3]=2)[CH2:15][CH2:16]1. The yield is 0.400. (10) The reactants are [CH2:1]([O:8][C:9]1[CH:14]=[CH:13][C:12]([NH:15][C:16]2[C:25]3[C:20](=[CH:21][CH:22]=[C:23]([C:26]#[CH:27])[CH:24]=3)[N:19]=[CH:18][N:17]=2)=[CH:11][CH:10]=1)[C:2]1[CH:7]=[CH:6][CH:5]=[CH:4][CH:3]=1.[N+:28]([CH2:31][CH3:32])([O-])=[O:29].C1(N=C=O)C=CC=CC=1.[ClH:42]. The catalyst is C(N(CC)CC)C.C(OCC)(=O)C.ClCCl. The product is [ClH:42].[CH2:1]([O:8][C:9]1[CH:10]=[CH:11][C:12]([NH:15][C:16]2[C:25]3[C:20](=[CH:21][CH:22]=[C:23]([C:26]4[O:29][N:28]=[C:31]([CH3:32])[CH:27]=4)[CH:24]=3)[N:19]=[CH:18][N:17]=2)=[CH:13][CH:14]=1)[C:2]1[CH:7]=[CH:6][CH:5]=[CH:4][CH:3]=1. The yield is 0.110.